From a dataset of Reaction yield outcomes from USPTO patents with 853,638 reactions. Predict the reaction yield, written as a fraction of the theoretical maximum amount of product (1.0 means a 100% yield; for example, 0.34 means a 34% yield). (1) The reactants are CCOC(/N=N/C(OCC)=O)=O.[F:13][C:14]1[C:22]([O:23][C:24]2[C:33]3[C:28](=[CH:29][C:30]([OH:36])=[C:31]([O:34][CH3:35])[CH:32]=3)[N:27]=[N:26][CH:25]=2)=[CH:21][CH:20]=[C:19]2[C:15]=1[CH:16]=[C:17]([CH3:37])[NH:18]2.O[CH2:39][CH2:40][O:41][C:42]1[CH:47]=[CH:46][N:45]=[CH:44][CH:43]=1.C1(P(C2C=CC=CC=2)C2C=CC=CC=2)C=CC=CC=1. The catalyst is CN(C=O)C. The product is [F:13][C:14]1[C:22]([O:23][C:24]2[C:33]3[C:28](=[CH:29][C:30]([O:36][CH2:39][CH2:40][O:41][C:42]4[CH:47]=[CH:46][N:45]=[CH:44][CH:43]=4)=[C:31]([O:34][CH3:35])[CH:32]=3)[N:27]=[N:26][CH:25]=2)=[CH:21][CH:20]=[C:19]2[C:15]=1[CH:16]=[C:17]([CH3:37])[NH:18]2. The yield is 0.330. (2) The reactants are Br[C:2]1[CH:7]=[CH:6][C:5]([C@@H:8]([N:10]2[CH2:15][CH2:14][C@:13]([CH2:22][C:23]([OH:26])([CH3:25])[CH3:24])([C:16]3[CH:21]=[CH:20][CH:19]=[CH:18][CH:17]=3)[O:12][C:11]2=[O:27])[CH3:9])=[CH:4][CH:3]=1.[CH3:28][O:29][C:30]1[CH:35]=[C:34](B2OC(C)(C)C(C)(C)O2)[CH:33]=[CH:32][N:31]=1. The catalyst is C1C=CC(P(C2C=CC=CC=2)[C-]2C=CC=C2)=CC=1.C1C=CC(P(C2C=CC=CC=2)[C-]2C=CC=C2)=CC=1.Cl[Pd]Cl.[Fe+2]. The product is [OH:26][C:23]([CH3:25])([CH3:24])[CH2:22][C@@:13]1([C:16]2[CH:21]=[CH:20][CH:19]=[CH:18][CH:17]=2)[O:12][C:11](=[O:27])[N:10]([C@H:8]([C:5]2[CH:6]=[CH:7][C:2]([C:34]3[CH:33]=[CH:32][N:31]=[C:30]([O:29][CH3:28])[CH:35]=3)=[CH:3][CH:4]=2)[CH3:9])[CH2:15][CH2:14]1. The yield is 1.00. (3) The catalyst is Cl[Pd](Cl)([P](C1C=CC=CC=1)(C1C=CC=CC=1)C1C=CC=CC=1)[P](C1C=CC=CC=1)(C1C=CC=CC=1)C1C=CC=CC=1.[Cu]I.CCN(CC)CC. The reactants are Cl[C:2]1[N:7]=[CH:6][C:5]([C:8]([C:10]2[CH:15]=[CH:14][C:13]([O:16][CH3:17])=[CH:12][CH:11]=2)=[O:9])=[CH:4][CH:3]=1.[CH3:18][N:19]([CH2:21][C:22]#[CH:23])[CH3:20]. The yield is 0.800. The product is [CH3:18][N:19]([CH3:20])[CH2:21][C:22]#[C:23][C:2]1[N:7]=[CH:6][C:5]([C:8]([C:10]2[CH:15]=[CH:14][C:13]([O:16][CH3:17])=[CH:12][CH:11]=2)=[O:9])=[CH:4][CH:3]=1.